From a dataset of Reaction yield outcomes from USPTO patents with 853,638 reactions. Predict the reaction yield, written as a fraction of the theoretical maximum amount of product (1.0 means a 100% yield; for example, 0.34 means a 34% yield). (1) The reactants are [Br:1][C:2]1[NH:3][C:4]2[C:9]([N:10]=1)=[C:8]([NH2:11])[N:7]=[CH:6][N:5]=2.C([O-])([O-])=O.[Cs+].[Cs+].Cl[CH2:19][CH2:20][CH2:21][C:22]#[CH:23]. The catalyst is CN(C=O)C. The product is [Br:1][C:2]1[N:3]([CH2:23][CH2:22][CH2:21][C:20]#[CH:19])[C:4]2[C:9]([N:10]=1)=[C:8]([NH2:11])[N:7]=[CH:6][N:5]=2. The yield is 0.230. (2) The reactants are [C:1]([C:4]1[CH:11]=[CH:10][C:7]([CH:8]=[O:9])=[CH:6][CH:5]=1)([OH:3])=O.S(Cl)(Cl)=O.[C:16]([O:20][C:21](=[O:30])[NH:22][C:23]1[CH:28]=[CH:27][CH:26]=[CH:25][C:24]=1[NH2:29])([CH3:19])([CH3:18])[CH3:17].C(C1C=CC(C(Cl)=O)=CC=1)=O.C(N(C(C)C)CC)(C)C. The catalyst is ClCCl.CN(C=O)C. The product is [C:16]([O:20][C:21](=[O:30])[NH:22][C:23]1[CH:28]=[CH:27][CH:26]=[CH:25][C:24]=1[NH:29][C:1](=[O:3])[C:4]1[CH:11]=[CH:10][C:7]([CH:8]=[O:9])=[CH:6][CH:5]=1)([CH3:19])([CH3:17])[CH3:18]. The yield is 0.450. (3) The reactants are [OH:1][C:2]1[CH:11]=[CH:10][C:5]([C:6]([O:8][CH3:9])=[O:7])=[CH:4][CH:3]=1.C(=O)([O-])[O-].[K+].[K+].[CH3:18][C:19]([CH3:21])=O.[CH2:22](Br)[CH2:23][CH2:24][CH2:25][CH2:26]C(C)C. The catalyst is C(OCC)(=O)C. The product is [CH2:18]([O:1][C:2]1[CH:3]=[CH:4][C:5]([C:6]([O:8][CH3:9])=[O:7])=[CH:10][CH:11]=1)[CH2:19][CH2:21][CH2:22][CH2:23][CH2:24][CH2:25][CH3:26]. The yield is 0.860. (4) The reactants are [F:1][C:2]1[CH:31]=[CH:30][C:5]([C:6]([NH:8][C:9]2[C:10]([CH3:29])=[C:11]([CH3:28])[C:12]3[O:16][C:15]([CH3:18])([CH3:17])[CH:14]([C:19]4[CH:24]=[CH:23][C:22]([F:25])=[CH:21][CH:20]=4)[C:13]=3[C:26]=2[CH3:27])=O)=[CH:4][CH:3]=1. The catalyst is C(O)C. The product is [F:1][C:2]1[CH:3]=[CH:4][C:5]([CH2:6][NH:8][C:9]2[C:10]([CH3:29])=[C:11]([CH3:28])[C:12]3[O:16][C:15]([CH3:18])([CH3:17])[CH:14]([C:19]4[CH:24]=[CH:23][C:22]([F:25])=[CH:21][CH:20]=4)[C:13]=3[C:26]=2[CH3:27])=[CH:30][CH:31]=1. The yield is 0.660. (5) The reactants are Br[C:2]1[C:3]2[C:8]([C:9]3[CH:10]=[CH:11][CH:12]=[CH:13][C:14]=3[CH:15]=1)=[CH:7][CH:6]=[CH:5][CH:4]=2.C([Li])CCC.C([O:24][B:25](OC(C)C)[O:26]C(C)C)(C)C.Cl. The catalyst is CCOCC.CCCCCC. The product is [CH:13]1[C:14]2[CH:15]=[C:2]([B:25]([OH:26])[OH:24])[C:3]3[C:8](=[CH:7][CH:6]=[CH:5][CH:4]=3)[C:9]=2[CH:10]=[CH:11][CH:12]=1. The yield is 0.780.